Dataset: Reaction yield outcomes from USPTO patents with 853,638 reactions. Task: Predict the reaction yield, written as a fraction of the theoretical maximum amount of product (1.0 means a 100% yield; for example, 0.34 means a 34% yield). (1) The reactants are C(N1[C@@H](C)[C@H](NC(=O)[C@@H]([N:16]([CH3:24])[C:17](=[O:23])[O:18][C:19]([CH3:22])([CH3:21])C)C)C(=O)N(CC2C=C(Br)C=CC=2OC)C2C=CC(C#N)=CC1=2)(=O)C.C1(B(O)[OH:50])C=CC=CC=1.C(=O)(O)[O-].[Na+]. The catalyst is O1CCOCC1. The product is [O:50]=[CH:22][CH:19]([O:18][C:17](=[O:23])[NH:16][CH3:24])[CH3:21]. The yield is 0.750. (2) The product is [NH:1]1[C:5]2[CH:6]=[CH:7][C:8]([C:10]3[C:19]([N:20]4[CH2:24][CH2:23][CH2:22][C@@H:21]4[CH3:25])=[N:18][C:17]4[C:12](=[CH:13][CH:14]=[C:15]([C:26]([OH:28])=[O:27])[CH:16]=4)[N:11]=3)=[CH:9][C:4]=2[N:3]=[N:2]1. The reactants are [NH:1]1[C:5]2[CH:6]=[CH:7][C:8]([C:10]3[C:19]([N:20]4[CH2:24][CH2:23][CH2:22][C@@H:21]4[CH3:25])=[N:18][C:17]4[C:12](=[CH:13][CH:14]=[C:15]([C:26]([O:28]C)=[O:27])[CH:16]=4)[N:11]=3)=[CH:9][C:4]=2[N:3]=[N:2]1.[OH-].[Na+].O. The catalyst is CO. The yield is 0.720. (3) The reactants are [CH3:1][N:2]([CH3:35])[CH2:3][CH2:4][O:5][C:6]1[CH:11]=[CH:10][C:9]([NH:12][C:13](=[O:34])[CH:14]([C:24]2[CH:29]=[CH:28][C:27]([O:30]COC)=[CH:26][CH:25]=2)[C:15]([C:18]2[CH:23]=[CH:22][CH:21]=[CH:20][CH:19]=2)=[CH:16][CH3:17])=[CH:8][CH:7]=1.Cl.C([O-])(O)=O.[Na+]. The catalyst is CO.CCOC(C)=O.O. The product is [CH3:35][N:2]([CH3:1])[CH2:3][CH2:4][O:5][C:6]1[CH:7]=[CH:8][C:9]([NH:12][C:13](=[O:34])[CH:14]([C:24]2[CH:29]=[CH:28][C:27]([OH:30])=[CH:26][CH:25]=2)[C:15]([C:18]2[CH:23]=[CH:22][CH:21]=[CH:20][CH:19]=2)=[CH:16][CH3:17])=[CH:10][CH:11]=1. The yield is 0.670. (4) The reactants are [CH2:1]([O:8][C:9]1[N:14]=[CH:13][N:12]=[C:11]([NH:15][C:16]([C:18]2[N:22]3[N:23]=[C:24]([Cl:28])[CH:25]=[C:26](Cl)[C:21]3=[N:20][CH:19]=2)=[O:17])[CH:10]=1)[C:2]1[CH:7]=[CH:6][CH:5]=[CH:4][CH:3]=1.C(O[C:54]1N=C[N:51]=[C:52](NC(C2N3[N:51]=[C:52](Cl)[CH:53]=[C:54](Br)C3=NC=2)=O)[CH:53]=1)C1C=CC=CC=1.C1(N)CC1.CCN(C(C)C)C(C)C. The catalyst is C1COCC1. The product is [CH2:1]([O:8][C:9]1[N:14]=[CH:13][N:12]=[C:11]([NH:15][C:16]([C:18]2[N:22]3[N:23]=[C:24]([Cl:28])[CH:25]=[C:26]([NH:51][CH:52]4[CH2:54][CH2:53]4)[C:21]3=[N:20][CH:19]=2)=[O:17])[CH:10]=1)[C:2]1[CH:7]=[CH:6][CH:5]=[CH:4][CH:3]=1. The yield is 0.741. (5) The reactants are Cl[C:2]1[N:7]=[C:6]([CH:8]([CH:11]2[N:15]([CH2:16][CH3:17])[C:14]3[CH:18]=[CH:19][CH:20]=[CH:21][C:13]=3[NH:12]2)[C:9]#[N:10])[CH:5]=[C:4]([CH3:22])[N:3]=1.[NH2:23][CH2:24][CH2:25][C:26]1[CH:27]=[N:28][CH:29]=[CH:30][CH:31]=1. No catalyst specified. The product is [CH2:16]([N:15]1[C:14]2[CH:18]=[CH:19][CH:20]=[CH:21][C:13]=2[N:12]=[C:11]1[CH:8]([C:6]1[CH:5]=[C:4]([CH3:22])[N:3]=[C:2]([NH:23][CH2:24][CH2:25][C:26]2[CH:27]=[N:28][CH:29]=[CH:30][CH:31]=2)[N:7]=1)[C:9]#[N:10])[CH3:17]. The yield is 0.720.